This data is from Forward reaction prediction with 1.9M reactions from USPTO patents (1976-2016). The task is: Predict the product of the given reaction. (1) The product is: [Cl:1][C:2]1[CH:3]=[CH:4][C:5]2[O:9][C:8]([C:10]3[CH:11]=[CH:12][C:13]4[N:17]([CH:18]5[CH2:19][CH2:20][O:21][CH2:22][CH2:23]5)[C:25]([C:27]5[CH:36]=[CH:35][CH:34]=[C:29]([C:30]([O:32][CH3:33])=[O:31])[CH:28]=5)=[N:15][C:14]=4[CH:16]=3)=[N:7][C:6]=2[CH:24]=1. Given the reactants [Cl:1][C:2]1[CH:3]=[CH:4][C:5]2[O:9][C:8]([C:10]3[CH:11]=[CH:12][C:13]([NH:17][CH:18]4[CH2:23][CH2:22][O:21][CH2:20][CH2:19]4)=[C:14]([CH:16]=3)[NH2:15])=[N:7][C:6]=2[CH:24]=1.[CH:25]([C:27]1[CH:28]=[C:29]([CH:34]=[CH:35][CH:36]=1)[C:30]([O:32][CH3:33])=[O:31])=O.OOS([O-])=O.[K+].C(=O)([O-])[O-].[K+].[K+], predict the reaction product. (2) Given the reactants [N+:1]([C:4]1[CH:9]=[CH:8][C:7]([CH:10]2[O:15][CH2:14][CH2:13][N:12]([C:16]([O:18][C:19]([CH3:22])([CH3:21])[CH3:20])=[O:17])[CH2:11]2)=[CH:6][CH:5]=1)([O-])=O.C.O.NN.[Cl-].[NH4+].[In], predict the reaction product. The product is: [NH2:1][C:4]1[CH:9]=[CH:8][C:7]([CH:10]2[O:15][CH2:14][CH2:13][N:12]([C:16]([O:18][C:19]([CH3:22])([CH3:21])[CH3:20])=[O:17])[CH2:11]2)=[CH:6][CH:5]=1. (3) The product is: [CH:32]1[C:33]2[C:37]3[CH:38]=[CH:39][C:40]([C:15]4[CH:16]=[CH:17][CH:18]=[CH:19][C:14]=4[NH:13][CH2:1][CH2:2][CH2:3][CH2:4][CH2:5][CH2:6][CH2:7][CH2:8][CH2:9][CH2:10][CH2:11][CH3:12])=[CH:41][C:36]=3[S:35][C:34]=2[CH:43]=[C:30]([C:15]2[CH:16]=[CH:17][CH:18]=[CH:19][C:14]=2[NH:13][CH2:1][CH2:2][CH2:3][CH2:4][CH2:5][CH2:6][CH2:7][CH2:8][CH2:9][CH2:10][CH2:11][CH3:12])[CH:31]=1. Given the reactants [CH2:1]([NH:13][C:14]1[CH:19]=[CH:18][CH:17]=[CH:16][C:15]=1B1OC(C)(C)C(C)(C)O1)[CH2:2][CH2:3][CH2:4][CH2:5][CH2:6][CH2:7][CH2:8][CH2:9][CH2:10][CH2:11][CH3:12].Br[C:30]1[CH:31]=[CH:32][C:33]2[C:37]3[CH:38]=[CH:39][C:40](Br)=[CH:41][C:36]=3[S:35][C:34]=2[CH:43]=1.[O-]P([O-])([O-])=O.[K+].[K+].[K+].O, predict the reaction product.